This data is from Forward reaction prediction with 1.9M reactions from USPTO patents (1976-2016). The task is: Predict the product of the given reaction. (1) Given the reactants [CH3:1][C:2]([C:4]1[CH:9]=[CH:8][C:7]([N+:10]([O-:12])=[O:11])=[CH:6][CH:5]=1)=[O:3].[F:13][C:14]([Si](C)(C)C)([F:16])[F:15].O.O.O.[F-].C([N+](CCCC)(CCCC)CCCC)CCC.Cl.C(=O)(O)[O-].[Na+], predict the reaction product. The product is: [F:13][C:14]([F:16])([F:15])[C:2]([C:4]1[CH:5]=[CH:6][C:7]([N+:10]([O-:12])=[O:11])=[CH:8][CH:9]=1)([OH:3])[CH3:1]. (2) Given the reactants [CH3:1][C:2]1([CH3:29])[CH2:7][CH:6]([C:8]2[C:16]3[C:11](=[C:12]([C:24]([NH2:26])=[O:25])[CH:13]=[C:14]([C:17]4[CH:21]=[C:20]([CH:22]=O)[S:19][CH:18]=4)[CH:15]=3)[NH:10][CH:9]=2)[CH2:5][CH2:4][S:3]1(=[O:28])=[O:27].[CH3:30][NH:31][CH3:32].C(O[BH-](OC(=O)C)OC(=O)C)(=O)C.[Na+], predict the reaction product. The product is: [CH3:30][N:31]([CH2:22][C:20]1[S:19][CH:18]=[C:17]([C:14]2[CH:15]=[C:16]3[C:11](=[C:12]([C:24]([NH2:26])=[O:25])[CH:13]=2)[NH:10][CH:9]=[C:8]3[CH:6]2[CH2:5][CH2:4][S:3](=[O:27])(=[O:28])[C:2]([CH3:29])([CH3:1])[CH2:7]2)[CH:21]=1)[CH3:32].